Dataset: Merck oncology drug combination screen with 23,052 pairs across 39 cell lines. Task: Regression. Given two drug SMILES strings and cell line genomic features, predict the synergy score measuring deviation from expected non-interaction effect. (1) Drug 1: C=CCn1c(=O)c2cnc(Nc3ccc(N4CCN(C)CC4)cc3)nc2n1-c1cccc(C(C)(C)O)n1. Drug 2: CC1(c2nc3c(C(N)=O)cccc3[nH]2)CCCN1. Cell line: RKO. Synergy scores: synergy=-2.09. (2) Drug 1: O=S1(=O)NC2(CN1CC(F)(F)F)C1CCC2Cc2cc(C=CCN3CCC(C(F)(F)F)CC3)ccc2C1. Drug 2: NC1CCCCC1N.O=C(O)C(=O)O.[Pt+2]. Cell line: T47D. Synergy scores: synergy=-36.2. (3) Drug 1: CCC1(O)CC2CN(CCc3c([nH]c4ccccc34)C(C(=O)OC)(c3cc4c(cc3OC)N(C)C3C(O)(C(=O)OC)C(OC(C)=O)C5(CC)C=CCN6CCC43C65)C2)C1. Synergy scores: synergy=-10.6. Drug 2: CC(C)CC(NC(=O)C(Cc1ccccc1)NC(=O)c1cnccn1)B(O)O. Cell line: A2058.